Dataset: Catalyst prediction with 721,799 reactions and 888 catalyst types from USPTO. Task: Predict which catalyst facilitates the given reaction. (1) Reactant: [CH3:1][O:2][C:3](=[O:38])[C:4]([O:7][C:8]1[CH:13]=[CH:12][C:11]([O:14][CH2:15][CH2:16][CH:17]([NH:23][C:24]([C:26]2[CH:31]=[CH:30][C:29]([C:32]3[CH:37]=[CH:36][CH:35]=[CH:34][CH:33]=3)=[CH:28][CH:27]=2)=[O:25])[C:18](=O)[CH2:19][CH2:20][CH3:21])=[CH:10][CH:9]=1)([CH3:6])[CH3:5].P(Cl)(Cl)(Cl)=O.O.[OH-].[Na+]. Product: [CH3:1][O:2][C:3](=[O:38])[C:4]([O:7][C:8]1[CH:13]=[CH:12][C:11]([O:14][CH2:15][CH2:16][C:17]2[N:23]=[C:24]([C:26]3[CH:31]=[CH:30][C:29]([C:32]4[CH:33]=[CH:34][CH:35]=[CH:36][CH:37]=4)=[CH:28][CH:27]=3)[O:25][C:18]=2[CH2:19][CH2:20][CH3:21])=[CH:10][CH:9]=1)([CH3:6])[CH3:5]. The catalyst class is: 3. (2) Reactant: P(Br)(Br)[Br:2].C(OCC)C.O[CH2:11][C:12]1[S:13][C:14]2[CH:20]=[CH:19][CH:18]=[C:17]([C:21]3[CH:22]=[C:23]([CH:29]=[CH:30][CH:31]=3)[C:24]([O:26][CH2:27][CH3:28])=[O:25])[C:15]=2[CH:16]=1. Product: [Br:2][CH2:11][C:12]1[S:13][C:14]2[CH:20]=[CH:19][CH:18]=[C:17]([C:21]3[CH:22]=[C:23]([CH:29]=[CH:30][CH:31]=3)[C:24]([O:26][CH2:27][CH3:28])=[O:25])[C:15]=2[CH:16]=1. The catalyst class is: 6. (3) Reactant: [CH3:1][CH:2]([C:7](=[O:10])[CH2:8][CH3:9])[C:3]([O:5][CH3:6])=[O:4].[H-].[Na+].[Li]CCCC.C[O:19][CH:20](OC)[C:21]1[CH:22]=[CH:23][C:24]2[O:28][C:27](C(OC)=O)=[CH:26][C:25]=2[CH:33]=1.[Cl-].[NH4+]. Product: [CH3:1][C:2]1[C:3](=[O:4])[O:5][C:6]([C:27]2[O:28][C:24]3[CH:23]=[CH:22][C:21]([CH:20]=[O:19])=[CH:33][C:25]=3[CH:26]=2)=[C:8]([CH3:9])[C:7]=1[OH:10]. The catalyst class is: 1. (4) Reactant: [NH2:1][CH2:2][CH:3]1[N:12]2[C:7](=[CH:8][C:9](=[O:18])[C:10]([C:13]([O:15][CH2:16][CH3:17])=[O:14])=[CH:11]2)[C:6]2[CH:19]=[C:20]([O:26][CH2:27][CH3:28])[C:21]([O:23][CH2:24][CH3:25])=[CH:22][C:5]=2[CH2:4]1.C(N(CC)CC)C.[CH3:36][S:37](Cl)(=[O:39])=[O:38]. Product: [CH2:24]([O:23][C:21]1[C:20]([O:26][CH2:27][CH3:28])=[CH:19][C:6]2[C:7]3[N:12]([CH:3]([CH2:2][NH:1][S:37]([CH3:36])(=[O:39])=[O:38])[CH2:4][C:5]=2[CH:22]=1)[CH:11]=[C:10]([C:13]([O:15][CH2:16][CH3:17])=[O:14])[C:9](=[O:18])[CH:8]=3)[CH3:25]. The catalyst class is: 34. (5) Reactant: [CH3:1][O:2][C:3]1[C:4]([CH3:27])=[C:5]([C:18]([O:25][CH3:26])=[C:19]([O:23][CH3:24])[C:20]=1[O:21][CH3:22])[CH2:6][C:7]1[C:8]([OH:17])=[C:9]([CH:14]=[CH:15][CH:16]=1)[C:10]([O:12][CH3:13])=[O:11].C(N(CC)CC)C.[F:35][C:36]([F:49])([F:48])[S:37](O[S:37]([C:36]([F:49])([F:48])[F:35])(=[O:39])=[O:38])(=[O:39])=[O:38]. Product: [CH3:1][O:2][C:3]1[C:4]([CH3:27])=[C:5]([C:18]([O:25][CH3:26])=[C:19]([O:23][CH3:24])[C:20]=1[O:21][CH3:22])[CH2:6][C:7]1[C:8]([O:17][S:37]([C:36]([F:49])([F:48])[F:35])(=[O:39])=[O:38])=[C:9]([CH:14]=[CH:15][CH:16]=1)[C:10]([O:12][CH3:13])=[O:11]. The catalyst class is: 172.